Predict the product of the given reaction. From a dataset of Forward reaction prediction with 1.9M reactions from USPTO patents (1976-2016). (1) Given the reactants [Cl:1][C:2]1[CH:3]=[CH:4][C:5]([N:15]2[CH:19]=[C:18]([Cl:20])[N:17]=[N:16]2)=[C:6]([C:8]2[N:13]=[CH:12][N:11]=[C:10]([OH:14])[CH:9]=2)[CH:7]=1.CN(C(ON1N=NC2C=CC=NC1=2)=[N+](C)C)C.F[P-](F)(F)(F)(F)F.C1CCN2C(=NCCC2)CC1.[CH3:56][C@@H:57]1[CH2:73][CH2:72][CH2:71][C@H:70](NC(=O)OCC2C=CC=CC=2)[C:69]2[CH:85]=[C:65]([CH:66]=[CH:67][N:68]=2)[C:64]2[N:63]([CH2:86][O:87][CH2:88][CH2:89][Si:90]([CH3:93])([CH3:92])[CH3:91])[N:62]=[CH:61][C:60]=2[NH:59][C:58]1=[O:94], predict the reaction product. The product is: [Cl:1][C:2]1[CH:3]=[CH:4][C:5]([N:15]2[CH:19]=[C:18]([Cl:20])[N:17]=[N:16]2)=[C:6]([C:8]2[N:13]=[CH:12][N:11]([C@@H:70]3[C:69]4[CH:85]=[C:65]([CH:66]=[CH:67][N:68]=4)[C:64]4[N:63]([CH2:86][O:87][CH2:88][CH2:89][Si:90]([CH3:92])([CH3:91])[CH3:93])[N:62]=[CH:61][C:60]=4[NH:59][C:58](=[O:94])[C@H:57]([CH3:56])[CH2:73][CH2:72][CH2:71]3)[C:10](=[O:14])[CH:9]=2)[CH:7]=1. (2) Given the reactants [N:1]1[CH:6]=[CH:5][C:4]([C:7]2[CH:12]=[CH:11][C:10]([NH2:13])=[C:9]([C:14]([F:17])([F:16])[F:15])[CH:8]=2)=[CH:3][CH:2]=1.I[CH2:19][CH2:20][CH3:21], predict the reaction product. The product is: [CH2:19]([N:1]1[CH2:6][CH:5]=[C:4]([C:7]2[CH:12]=[CH:11][C:10]([NH2:13])=[C:9]([C:14]([F:15])([F:16])[F:17])[CH:8]=2)[CH2:3][CH2:2]1)[CH2:20][CH3:21]. (3) Given the reactants [F:1][C:2]1[CH:7]=[CH:6][C:5](/[C:8](/[C:12]2[CH:17]=[CH:16][N:15]=[CH:14][CH:13]=2)=[CH:9]/[CH2:10][NH2:11])=[CH:4][CH:3]=1, predict the reaction product. The product is: [F:1][C:2]1[CH:7]=[CH:6][C:5]([CH:8]([C:12]2[CH:17]=[CH:16][N:15]=[CH:14][CH:13]=2)[CH2:9][CH2:10][NH2:11])=[CH:4][CH:3]=1. (4) Given the reactants [CH3:1][N:2]1[C:6]2[CH:7]=[C:8]([N:11]3[CH:16]=[C:15]([C:17]([O:19][CH2:20][CH3:21])=[O:18])[C:14](=[O:22])[N:13]([CH2:23][C:24]4[CH:29]=[CH:28][CH:27]=[C:26]([C:30]([F:33])([F:32])[F:31])[C:25]=4[CH3:34])[C:12]3=[O:35])[CH:9]=[CH:10][C:5]=2[NH:4][C:3]1=[O:36].Br[CH2:38][CH:39]1[CH2:41][CH2:40]1, predict the reaction product. The product is: [CH:39]1([CH2:38][N:4]2[C:5]3[CH:10]=[CH:9][C:8]([N:11]4[CH:16]=[C:15]([C:17]([O:19][CH2:20][CH3:21])=[O:18])[C:14](=[O:22])[N:13]([CH2:23][C:24]5[CH:29]=[CH:28][CH:27]=[C:26]([C:30]([F:32])([F:33])[F:31])[C:25]=5[CH3:34])[C:12]4=[O:35])=[CH:7][C:6]=3[N:2]([CH3:1])[C:3]2=[O:36])[CH2:41][CH2:40]1. (5) Given the reactants [NH2:1][C:2]1[CH:3]=[C:4]2[C:9](=[C:10]([Cl:12])[CH:11]=1)[N:8]=[CH:7][C:6]([C:13]#[N:14])=[C:5]2[NH:15][C:16]1[CH:21]=[CH:20][C:19]([F:22])=[C:18]([Cl:23])[CH:17]=1.[CH3:24][S:25]([C:28]1[CH:35]=[CH:34][C:31]([CH:32]=O)=[CH:30][CH:29]=1)(=[O:27])=[O:26].[BH3-]C#N.[Na+], predict the reaction product. The product is: [CH3:24][S:25]([C:28]1[CH:35]=[CH:34][C:31]([CH2:32][NH:1][C:2]2[CH:3]=[C:4]3[C:9](=[C:10]([Cl:12])[CH:11]=2)[N:8]=[CH:7][C:6]([C:13]#[N:14])=[C:5]3[NH:15][C:16]2[CH:21]=[CH:20][C:19]([F:22])=[C:18]([Cl:23])[CH:17]=2)=[CH:30][CH:29]=1)(=[O:26])=[O:27]. (6) Given the reactants [N:1]([CH2:4][C:5]([OH:7])=O)=[N+:2]=[N-:3].Cl.[OH:9][CH:10]1[O:18][C@H:17]([CH2:19][OH:20])[C@H:15]([OH:16])[C@H:13]([OH:14])[C@H:11]1[NH2:12].C(N(CC)CC)C.ON1C2C=CC=CC=2N=N1.Cl.CN(C)CCCN=C=NCC, predict the reaction product. The product is: [N:1]([CH2:4][C:5]([NH:12][C@@H:11]1[C@@H:13]([OH:14])[C@@H:15]([OH:16])[C@@H:17]([CH2:19][OH:20])[O:18][CH:10]1[OH:9])=[O:7])=[N+:2]=[N-:3].